This data is from Forward reaction prediction with 1.9M reactions from USPTO patents (1976-2016). The task is: Predict the product of the given reaction. Given the reactants [CH2:1]([OH:7])[CH2:2][CH2:3][CH2:4][CH2:5][CH3:6].[H-].[Na+].Cl[S:11]([N:14]=C=O)(=[O:13])=[O:12].C(O)=O, predict the reaction product. The product is: [S:11](=[O:13])(=[O:12])([O:7][CH2:1][CH2:2][CH2:3][CH2:4][CH2:5][CH3:6])[NH2:14].